The task is: Regression. Given two drug SMILES strings and cell line genomic features, predict the synergy score measuring deviation from expected non-interaction effect.. This data is from NCI-60 drug combinations with 297,098 pairs across 59 cell lines. Drug 1: CC1=C2C(C(=O)C3(C(CC4C(C3C(C(C2(C)C)(CC1OC(=O)C(C(C5=CC=CC=C5)NC(=O)OC(C)(C)C)O)O)OC(=O)C6=CC=CC=C6)(CO4)OC(=O)C)OC)C)OC. Drug 2: CC(C)CN1C=NC2=C1C3=CC=CC=C3N=C2N. Cell line: CAKI-1. Synergy scores: CSS=44.2, Synergy_ZIP=3.40, Synergy_Bliss=2.44, Synergy_Loewe=-21.1, Synergy_HSA=2.80.